The task is: Regression. Given two drug SMILES strings and cell line genomic features, predict the synergy score measuring deviation from expected non-interaction effect.. This data is from NCI-60 drug combinations with 297,098 pairs across 59 cell lines. (1) Drug 1: CC12CCC3C(C1CCC2=O)CC(=C)C4=CC(=O)C=CC34C. Drug 2: CC1C(C(CC(O1)OC2CC(CC3=C2C(=C4C(=C3O)C(=O)C5=C(C4=O)C(=CC=C5)OC)O)(C(=O)C)O)N)O.Cl. Cell line: LOX IMVI. Synergy scores: CSS=69.0, Synergy_ZIP=16.2, Synergy_Bliss=15.2, Synergy_Loewe=16.8, Synergy_HSA=17.4. (2) Drug 1: COC1=C(C=C2C(=C1)N=CN=C2NC3=CC(=C(C=C3)F)Cl)OCCCN4CCOCC4. Drug 2: CC12CCC3C(C1CCC2=O)CC(=C)C4=CC(=O)C=CC34C. Cell line: HT29. Synergy scores: CSS=53.9, Synergy_ZIP=-0.571, Synergy_Bliss=1.09, Synergy_Loewe=-2.13, Synergy_HSA=3.11.